This data is from Full USPTO retrosynthesis dataset with 1.9M reactions from patents (1976-2016). The task is: Predict the reactants needed to synthesize the given product. (1) Given the product [NH2:4][C:5]1[N:10]=[CH:9][N:8]=[C:7]2[N:11]([CH:14]([C:16]3[C:17]([O:32][CH3:33])=[C:18]([C:24]4[CH:29]=[CH:28][N:27]=[C:26]([C:30]([OH:3])=[O:1])[CH:25]=4)[C:19]([CH3:23])=[C:20]([Cl:22])[CH:21]=3)[CH3:15])[N:12]=[CH:13][C:6]=12, predict the reactants needed to synthesize it. The reactants are: [OH-:1].[Na+].[OH2:3].[NH2:4][C:5]1[N:10]=[CH:9][N:8]=[C:7]2[N:11]([CH:14]([C:16]3[C:17]([O:32][CH3:33])=[C:18]([C:24]4[CH:29]=[CH:28][N:27]=[C:26]([C:30]#N)[CH:25]=4)[C:19]([CH3:23])=[C:20]([Cl:22])[CH:21]=3)[CH3:15])[N:12]=[CH:13][C:6]=12.Cl. (2) Given the product [CH3:7][C:8]([CH3:26])([C:12]1[CH:17]=[C:16]([C:18]([F:19])([F:21])[F:20])[CH:15]=[C:14]([C:22]([F:24])([F:25])[F:23])[CH:13]=1)[C:9]([NH:41][C:32]1([C:35]2[CH:40]=[CH:39][CH:38]=[CH:37][CH:36]=2)[CH2:31][CH2:30][C:29](=[O:28])[CH2:34][CH2:33]1)=[O:10], predict the reactants needed to synthesize it. The reactants are: C(Cl)(=O)C(Cl)=O.[CH3:7][C:8]([CH3:26])([C:12]1[CH:17]=[C:16]([C:18]([F:21])([F:20])[F:19])[CH:15]=[C:14]([C:22]([F:25])([F:24])[F:23])[CH:13]=1)[C:9](O)=[O:10].Cl.[O:28]=[C:29]1[CH2:34][CH2:33][C:32]([NH2:41])([C:35]2[CH:40]=[CH:39][CH:38]=[CH:37][CH:36]=2)[CH2:31][CH2:30]1.N1C=CC=CC=1.Cl.